This data is from Reaction yield outcomes from USPTO patents with 853,638 reactions. The task is: Predict the reaction yield, written as a fraction of the theoretical maximum amount of product (1.0 means a 100% yield; for example, 0.34 means a 34% yield). (1) The reactants are [Br:1][CH2:2][CH2:3][OH:4].[CH3:5][C:6]([Si:9](Cl)([CH3:11])[CH3:10])([CH3:8])[CH3:7].N1C=CN=C1. The catalyst is C(#N)C.O. The product is [Br:1][CH2:2][CH2:3][O:4][Si:9]([C:6]([CH3:8])([CH3:7])[CH3:5])([CH3:11])[CH3:10]. The yield is 0.570. (2) The reactants are [Cl:1][C:2]1[N:7]=[C:6]([CH2:8][C:9]([C:11]2[CH:12]=[C:13]([NH:18][S:19]([C:22]3[C:27]([F:28])=[CH:26][CH:25]=[CH:24][C:23]=3[F:29])(=[O:21])=[O:20])[CH:14]=[CH:15][C:16]=2[F:17])=O)[CH:5]=[CH:4][N:3]=1.[CH2:30]1[C:35](=O)[N:34](Br)[C:32](=O)[CH2:31]1.CC(C)[C:40](=[S:42])[NH2:41].[OH2:44]. The product is [Cl:1][C:2]1[N:7]=[C:6]([C:8]2[S:42][C:40]([N:34]3[CH2:35][CH2:30][O:44][CH2:31][CH2:32]3)=[N:41][C:9]=2[C:11]2[CH:12]=[C:13]([NH:18][S:19]([C:22]3[C:27]([F:28])=[CH:26][CH:25]=[CH:24][C:23]=3[F:29])(=[O:21])=[O:20])[CH:14]=[CH:15][C:16]=2[F:17])[CH:5]=[CH:4][N:3]=1. The yield is 0.220. The catalyst is CC(N(C)C)=O. (3) The reactants are S(Cl)(Cl)=O.[CH3:5]O.[OH:7][C@@H:8]([CH2:12][C:13]1[CH:18]=[CH:17][CH:16]=[CH:15][CH:14]=1)[C:9]([OH:11])=[O:10].[OH-].[Na+]. The catalyst is C1(C)C=CC=CC=1.O. The product is [OH:7][C@@H:8]([CH2:12][C:13]1[CH:18]=[CH:17][CH:16]=[CH:15][CH:14]=1)[C:9]([O:11][CH3:5])=[O:10]. The yield is 0.860. (4) The reactants are Br[C:2]1[CH:3]=[C:4]2[C:9]([NH:10][C@H:11]3[C@@H:15]([CH2:16][CH3:17])[CH2:14][N:13]([C:18]([O:20][CH2:21][C:22]4[CH:27]=[CH:26][CH:25]=[CH:24][CH:23]=4)=[O:19])[CH2:12]3)=[C:8]([C:28](=[O:30])[NH2:29])[CH:7]=[N:6][N:5]2[CH:31]=1.BrC1C=C2C(Cl)=C(C(N)=O)C=NN2C=1.N[C@H]1[C@@H](CC)CN(C(OCC2C=CC=CC=2)=O)C1.[O:64]=[C:65]1[C:73]2[C:68](=[CH:69][CH:70]=[CH:71][CH:72]=2)[C:67](=[O:74])[N:66]1[CH2:75][C:76]1[N:81]=[CH:80][C:79](B(O)O)=[CH:78][CH:77]=1.P([O-])([O-])([O-])=O.[K+].[K+].[K+]. The catalyst is CC(N(C)C)=O.C1C=CC(P(C2C=CC=CC=2)[C-]2C=CC=C2)=CC=1.C1C=CC(P(C2C=CC=CC=2)[C-]2C=CC=C2)=CC=1.Cl[Pd]Cl.[Fe+2]. The product is [C:28]([C:8]1[CH:7]=[N:6][N:5]2[CH:31]=[C:2]([C:79]3[CH:80]=[N:81][C:76]([CH2:75][N:66]4[C:65](=[O:64])[C:73]5[C:68](=[CH:69][CH:70]=[CH:71][CH:72]=5)[C:67]4=[O:74])=[CH:77][CH:78]=3)[CH:3]=[C:4]2[C:9]=1[NH:10][C@H:11]1[C@@H:15]([CH2:16][CH3:17])[CH2:14][N:13]([C:18]([O:20][CH2:21][C:22]2[CH:27]=[CH:26][CH:25]=[CH:24][CH:23]=2)=[O:19])[CH2:12]1)(=[O:30])[NH2:29]. The yield is 0.446. (5) The catalyst is C(O)C. The product is [Cl:15][C:16]1[CH:17]=[C:18]([CH:22]=[CH:23][CH:24]=1)[C:19]([NH:21][CH2:25][N:10]1[CH2:9][CH2:8][N:7]([C:2]2[CH:3]=[CH:4][CH:5]=[CH:6][N:1]=2)[CH2:12][CH2:11]1)=[O:20]. The reactants are [N:1]1[CH:6]=[CH:5][CH:4]=[CH:3][C:2]=1[N:7]1[CH2:12][CH2:11][NH:10][CH2:9][CH2:8]1.C=O.[Cl:15][C:16]1[CH:17]=[C:18]([CH:22]=[CH:23][CH:24]=1)[C:19]([NH2:21])=[O:20].[C:25](=O)([O-])[O-].[K+].[K+]. The yield is 0.520.